From a dataset of Retrosynthesis with 50K atom-mapped reactions and 10 reaction types from USPTO. Predict the reactants needed to synthesize the given product. Given the product NCC1Cc2cccc(-c3cccc(F)c3)c2O1, predict the reactants needed to synthesize it. The reactants are: [N-]=[N+]=NCC1Cc2cccc(-c3cccc(F)c3)c2O1.